Task: Predict the reactants needed to synthesize the given product.. Dataset: Full USPTO retrosynthesis dataset with 1.9M reactions from patents (1976-2016) (1) Given the product [C:3]([O:7][C:8]([N:10]1[CH2:15][CH2:14][CH:13]([CH:16]2[C:24]3[C:19](=[CH:20][C:21]([Cl:25])=[CH:22][CH:23]=3)[NH:18][C:17]2=[O:26])[CH2:12][CH2:11]1)=[O:9])([CH3:6])([CH3:4])[CH3:5], predict the reactants needed to synthesize it. The reactants are: [BH4-].[Na+].[C:3]([O:7][C:8]([N:10]1[CH2:15][CH2:14][C:13](=[C:16]2[C:24]3[C:19](=[CH:20][C:21]([Cl:25])=[CH:22][CH:23]=3)[NH:18][C:17]2=[O:26])[CH2:12][CH2:11]1)=[O:9])([CH3:6])([CH3:5])[CH3:4]. (2) Given the product [CH:1]1([C:4]([C:6]2[N:11]=[C:10]3[N:12]([CH2:18][CH2:19][O:20][C:21]4[CH:22]=[CH:23][C:24]([CH2:27][CH:28]([O:33][CH2:34][CH3:35])[C:29]([O:31][CH3:32])=[O:30])=[CH:25][CH:26]=4)[CH:13]=[CH:14][C:9]3=[CH:8][CH:7]=2)=[O:5])[CH2:2][CH2:3]1, predict the reactants needed to synthesize it. The reactants are: [CH:1]1([C:4]([C:6]2[N:11]=[C:10]3[NH:12][CH:13]=[CH:14][C:9]3=[CH:8][CH:7]=2)=[O:5])[CH2:3][CH2:2]1.[H-].[Na+].Br[CH2:18][CH2:19][O:20][C:21]1[CH:26]=[CH:25][C:24]([CH2:27][CH:28]([O:33][CH2:34][CH3:35])[C:29]([O:31][CH3:32])=[O:30])=[CH:23][CH:22]=1.[Cl-].[NH4+]. (3) Given the product [CH2:1]([O:3][C:4]([C:6]1([NH:15][C:16](=[O:25])[C:17]2[CH:22]=[CH:21][CH:20]=[C:19]([CH3:23])[C:18]=2[O:24][CH2:33][CH:34]2[CH2:36][CH2:35]2)[CH2:7][C:8]2[C:13](=[CH:12][CH:11]=[CH:10][CH:9]=2)[CH2:14]1)=[O:5])[CH3:2], predict the reactants needed to synthesize it. The reactants are: [CH2:1]([O:3][C:4]([C:6]1([NH:15][C:16](=[O:25])[C:17]2[CH:22]=[CH:21][CH:20]=[C:19]([CH3:23])[C:18]=2[OH:24])[CH2:14][C:13]2[C:8](=[CH:9][CH:10]=[CH:11][CH:12]=2)[CH2:7]1)=[O:5])[CH3:2].C([O-])([O-])=O.[Cs+].[Cs+].Br[CH2:33][CH:34]1[CH2:36][CH2:35]1. (4) Given the product [Br-:23].[C:31]1([C:34]2[CH:35]=[CH:36][CH:37]=[CH:38][CH:39]=2)[CH:30]=[CH:29][C:28]([O:27][CH2:26][CH2:25][CH2:24][N+:1]23[CH2:6][CH2:5][C:4]([C:9]([OH:10])([C:17]4[CH:22]=[CH:21][CH:20]=[CH:19][CH:18]=4)[C:11]4[CH:12]=[CH:13][CH:14]=[CH:15][CH:16]=4)([CH2:3][CH2:2]2)[CH2:7][CH2:8]3)=[CH:33][CH:32]=1, predict the reactants needed to synthesize it. The reactants are: [N:1]12[CH2:8][CH2:7][C:4]([C:9]([C:17]3[CH:22]=[CH:21][CH:20]=[CH:19][CH:18]=3)([C:11]3[CH:16]=[CH:15][CH:14]=[CH:13][CH:12]=3)[OH:10])([CH2:5][CH2:6]1)[CH2:3][CH2:2]2.[Br:23][CH2:24][CH2:25][CH2:26][O:27][C:28]1[CH:33]=[CH:32][C:31]([C:34]2[CH:39]=[CH:38][CH:37]=[CH:36][CH:35]=2)=[CH:30][CH:29]=1.